Dataset: Catalyst prediction with 721,799 reactions and 888 catalyst types from USPTO. Task: Predict which catalyst facilitates the given reaction. (1) Reactant: F[P-](F)(F)(F)(F)F.[N:8]1(O[P+](N(C)C)(N(C)C)N(C)C)[C:12]2C=CC=[CH:16][C:11]=2N=N1.[Br:28][C:29]1[CH:37]=[CH:36][C:32]([C:33]([OH:35])=O)=[C:31]([NH:38][C:39]([O:41]CC)=O)[CH:30]=1.CN1CCOCC1.C(N)C=C.C1CCN2C(=NCCC2)CC1. Product: [CH2:12]([N:8]1[C:33](=[O:35])[C:32]2[C:31](=[CH:30][C:29]([Br:28])=[CH:37][CH:36]=2)[NH:38][C:39]1=[O:41])[CH:11]=[CH2:16]. The catalyst class is: 3. (2) Reactant: [CH3:1][C:2]1[N:3]=[C:4]([C:12]2[CH:17]=[CH:16][CH:15]=[C:14]([C:18]([F:21])([F:20])[F:19])[CH:13]=2)[N:5]2[C:10]=1[CH:9]=[N:8][C:7]([NH2:11])=[N:6]2.Br[C:23]1[CH:28]=[C:27]([F:29])[CH:26]=[CH:25][C:24]=1[O:30][CH3:31].C(P(C(C)(C)C)C1C=CC=CC=1C1C=CC=CC=1)(C)(C)C.CC([O-])(C)C.[Na+]. Product: [F:29][C:27]1[CH:26]=[CH:25][C:24]([O:30][CH3:31])=[C:23]([NH:11][C:7]2[N:8]=[CH:9][C:10]3=[C:2]([CH3:1])[N:3]=[C:4]([C:12]4[CH:17]=[CH:16][CH:15]=[C:14]([C:18]([F:21])([F:19])[F:20])[CH:13]=4)[N:5]3[N:6]=2)[CH:28]=1. The catalyst class is: 62. (3) Reactant: [F:1][C:2]1[CH:10]=[C:9]2[C:5]([C:6]([C:12]3[N:13]=[C:14]4[C:20]([C:21]([NH:23][CH:24]([C@H:26]5[CH2:29][C@H:28](OS(C)(=O)=O)[CH2:27]5)[CH3:25])=[O:22])=[CH:19][N:18]([CH2:35][O:36][CH2:37][CH2:38][Si:39]([CH3:42])([CH3:41])[CH3:40])[C:15]4=[N:16][CH:17]=3)=[N:7][N:8]2[CH3:11])=[CH:4][CH:3]=1.[C-:43]#[N:44].[K+].C1OCCOCCOCCOCCOCCOC1. Product: [C:43]([C@@H:28]1[CH2:29][C@H:26]([CH:24]([NH:23][C:21]([C:20]2[C:14]3[C:15](=[N:16][CH:17]=[C:12]([C:6]4[C:5]5[C:9](=[CH:10][C:2]([F:1])=[CH:3][CH:4]=5)[N:8]([CH3:11])[N:7]=4)[N:13]=3)[N:18]([CH2:35][O:36][CH2:37][CH2:38][Si:39]([CH3:42])([CH3:40])[CH3:41])[CH:19]=2)=[O:22])[CH3:25])[CH2:27]1)#[N:44]. The catalyst class is: 16. (4) Reactant: [F:1][CH:2]([F:25])[C:3]1[CH:8]=[CH:7][C:6]([F:9])=[CH:5][C:4]=1[C@H:10]1[CH2:14][CH2:13][CH2:12][N:11]1[C:15]1[CH:20]=[CH:19][N:18]2[N:21]=[CH:22][C:23]([NH2:24])=[C:17]2[N:16]=1.C1N=CN([C:31]([N:33]2[CH:37]=N[CH:35]=[CH:34]2)=[O:32])C=1.N1CC[C@H:40]([OH:43])C1. Product: [F:25][CH:2]([F:1])[C:3]1[CH:8]=[CH:7][C:6]([F:9])=[CH:5][C:4]=1[C@H:10]1[CH2:14][CH2:13][CH2:12][N:11]1[C:15]1[CH:20]=[CH:19][N:18]2[N:21]=[CH:22][C:23]([NH:24][C:31]([N:33]3[CH2:34][CH2:35][C@@H:40]([OH:43])[CH2:37]3)=[O:32])=[C:17]2[N:16]=1. The catalyst class is: 2. (5) Reactant: [Br:1][C:2]1[CH:15]=[C:14]2[C:5]([O:6][CH:7]3[CH:12]([C:13]42[CH2:19][O:18][C:17]([NH2:20])=[N:16]4)[CH2:11][CH2:10][CH2:9][CH2:8]3)=[CH:4][CH:3]=1.C(N(CC)CC)C.[O:28](C(OC(C)(C)C)=O)[C:29]([O:31][C:32]([CH3:35])([CH3:34])[CH3:33])=O. Product: [Br:1][C:2]1[CH:15]=[C:14]2[C:5]([O:6][CH:7]3[CH:12]([C:13]42[CH2:19][O:18][C:17]([NH:20][C:29](=[O:28])[O:31][C:32]([CH3:35])([CH3:34])[CH3:33])=[N:16]4)[CH2:11][CH2:10][CH2:9][CH2:8]3)=[CH:4][CH:3]=1. The catalyst class is: 49. (6) Reactant: [CH2:1]([O:8][C:9]1[CH:14]=[CH:13][C:12]([C:15]2[CH:20]=[CH:19][C:18]([CH3:21])=[C:17]([CH2:22]O)[CH:16]=2)=[CH:11][CH:10]=1)[C:2]1[CH:7]=[CH:6][CH:5]=[CH:4][CH:3]=1.CS(Cl)(=O)=O.[C:29]([C:33]1[CH:38]=[CH:37][C:36]([C:39]2[C:47]3[C:42](=[CH:43][CH:44]=[CH:45][CH:46]=3)[NH:41][C:40]=2[C:48]([O:50][CH2:51][CH3:52])=[O:49])=[CH:35][CH:34]=1)([CH3:32])([CH3:31])[CH3:30].CCOC(C)=O. Product: [CH2:1]([O:8][C:9]1[CH:14]=[CH:13][C:12]([C:15]2[CH:20]=[CH:19][C:18]([CH3:21])=[C:17]([CH2:22][N:41]3[C:42]4[C:47](=[CH:46][CH:45]=[CH:44][CH:43]=4)[C:39]([C:36]4[CH:35]=[CH:34][C:33]([C:29]([CH3:32])([CH3:30])[CH3:31])=[CH:38][CH:37]=4)=[C:40]3[C:48]([O:50][CH2:51][CH3:52])=[O:49])[CH:16]=2)=[CH:11][CH:10]=1)[C:2]1[CH:3]=[CH:4][CH:5]=[CH:6][CH:7]=1. The catalyst class is: 2. (7) Reactant: [Br:1][CH2:2][C:3]1[CH:8]=[CH:7][C:6]([S:9](Cl)(=[O:11])=[O:10])=[CH:5][CH:4]=1.C(N(C(C)C)CC)(C)C.Cl.[CH2:23]([O:25][C:26](=[O:30])[CH2:27][CH2:28][NH2:29])[CH3:24].C(OCC)C. Product: [Br:1][CH2:2][C:3]1[CH:8]=[CH:7][C:6]([S:9]([NH:29][CH2:28][CH2:27][C:26]([O:25][CH2:23][CH3:24])=[O:30])(=[O:11])=[O:10])=[CH:5][CH:4]=1. The catalyst class is: 2. (8) Reactant: [C:1]([O:5][C:6]([NH:8][C@@H:9]([CH2:22][C:23]([O:25]CC=C)=[O:24])[C:10]([O:12][C:13]([C:16]1[CH:21]=[CH:20][CH:19]=[CH:18][CH:17]=1)([CH3:15])[CH3:14])=[O:11])=[O:7])([CH3:4])([CH3:3])[CH3:2].C(O)(=O)C.CN1CCOCC1. Product: [C:1]([O:5][C:6]([NH:8][C@H:9]([C:10](=[O:11])[O:12][C:13]([C:16]1[CH:21]=[CH:20][CH:19]=[CH:18][CH:17]=1)([CH3:15])[CH3:14])[CH2:22][C:23]([OH:25])=[O:24])=[O:7])([CH3:2])([CH3:3])[CH3:4]. The catalyst class is: 4. (9) Reactant: [H-].[Na+].[Cl:3][C:4]1[CH:9]=[CH:8][C:7]([OH:10])=[C:6]([C:11]([CH3:15])([CH3:14])[CH2:12]Cl)[CH:5]=1. Product: [Cl:3][C:4]1[CH:9]=[CH:8][C:7]2[O:10][CH2:12][C:11]([CH3:15])([CH3:14])[C:6]=2[CH:5]=1. The catalyst class is: 7. (10) Reactant: C(N(CC)CC)C.[Br:8][C:9]1[CH:14]=[CH:13][C:12]([C:15](=O)[CH2:16][S:17][C:18]#[N:19])=[CH:11][CH:10]=1.Cl.[NH2:22][C:23]1([C:27]([O:29][CH2:30][CH3:31])=[O:28])[CH2:26][CH2:25][CH2:24]1. Product: [Br:8][C:9]1[CH:14]=[CH:13][C:12]([C:15]2[N:19]=[C:18]([NH:22][C:23]3([C:27]([O:29][CH2:30][CH3:31])=[O:28])[CH2:26][CH2:25][CH2:24]3)[S:17][CH:16]=2)=[CH:11][CH:10]=1. The catalyst class is: 8.